This data is from Forward reaction prediction with 1.9M reactions from USPTO patents (1976-2016). The task is: Predict the product of the given reaction. (1) Given the reactants Br[C:2]1[C:3]([N:9]([CH2:16][CH:17]2[CH2:19][CH2:18]2)[CH2:10][CH2:11][C:12]([NH:14][CH3:15])=[O:13])=[N:4][C:5]([Cl:8])=[N:6][CH:7]=1.C(=O)([O-])[O-].[Cs+].[Cs+].CC1(C)C2C(=C(P(C3C=CC=CC=3)C3C=CC=CC=3)C=CC=2)OC2C(P(C3C=CC=CC=3)C3C=CC=CC=3)=CC=CC1=2, predict the reaction product. The product is: [Cl:8][C:5]1[N:4]=[C:3]2[C:2]([N:14]([CH3:15])[C:12](=[O:13])[CH2:11][CH2:10][N:9]2[CH2:16][CH:17]2[CH2:19][CH2:18]2)=[CH:7][N:6]=1. (2) Given the reactants [F:1][C:2]([F:34])([CH2:29][C@@H:30]([CH3:33])[CH2:31][CH3:32])[CH:3]([OH:28])[CH2:4][CH2:5][C@H:6]1[C@H:10]([O:11][CH:12]2[CH2:17][CH2:16][CH2:15][CH2:14][O:13]2)[CH2:9][C@H:8]([OH:18])[C@@H:7]1[CH2:19][CH2:20][CH2:21][CH2:22][CH2:23][CH2:24][C:25]([OH:27])=[O:26].C(N(C(C)C)CC)(C)C.[CH2:44](Br)[C:45]1[CH:50]=[CH:49][CH:48]=[CH:47][CH:46]=1, predict the reaction product. The product is: [F:34][C:2]([F:1])([CH2:29][C@@H:30]([CH3:33])[CH2:31][CH3:32])[CH:3]([OH:28])[CH2:4][CH2:5][C@H:6]1[C@H:10]([O:11][CH:12]2[CH2:17][CH2:16][CH2:15][CH2:14][O:13]2)[CH2:9][C@H:8]([OH:18])[C@@H:7]1[CH2:19][CH2:20][CH2:21][CH2:22][CH2:23][CH2:24][C:25]([O:27][CH2:44][C:45]1[CH:50]=[CH:49][CH:48]=[CH:47][CH:46]=1)=[O:26].